Dataset: Peptide-MHC class I binding affinity with 185,985 pairs from IEDB/IMGT. Task: Regression. Given a peptide amino acid sequence and an MHC pseudo amino acid sequence, predict their binding affinity value. This is MHC class I binding data. (1) The MHC is HLA-B15:01 with pseudo-sequence HLA-B15:01. The binding affinity (normalized) is 0.0847. The peptide sequence is RFSFNCSMK. (2) The peptide sequence is LATLKDMWK. The MHC is HLA-A01:01 with pseudo-sequence HLA-A01:01. The binding affinity (normalized) is 0.0847. (3) The binding affinity (normalized) is 0.0847. The peptide sequence is SHAKVLVTF. The MHC is HLA-A26:03 with pseudo-sequence HLA-A26:03. (4) The peptide sequence is WTVNDIQKL. The MHC is HLA-A03:01 with pseudo-sequence HLA-A03:01. The binding affinity (normalized) is 0. (5) The peptide sequence is RIYKRSLKL. The MHC is HLA-B27:03 with pseudo-sequence HLA-B27:03. The binding affinity (normalized) is 0.0847. (6) The peptide sequence is VTDGGEVGE. The MHC is HLA-A02:06 with pseudo-sequence HLA-A02:06. The binding affinity (normalized) is 1.00. (7) The peptide sequence is NSLYPNVCI. The MHC is HLA-A02:01 with pseudo-sequence HLA-A02:01. The binding affinity (normalized) is 0.